Task: Predict the reaction yield, written as a fraction of the theoretical maximum amount of product (1.0 means a 100% yield; for example, 0.34 means a 34% yield).. Dataset: Reaction yield outcomes from USPTO patents with 853,638 reactions (1) The reactants are [CH3:1][C:2]1[C:3](=[O:28])[O:4][CH:5]([CH2:7][O:8][C:9]([C:22]2[CH:27]=[CH:26][CH:25]=[CH:24][CH:23]=2)([C:16]2[CH:21]=[CH:20][CH:19]=[CH:18][CH:17]=2)[C:10]2[CH:15]=[CH:14][CH:13]=[CH:12][CH:11]=2)[CH:6]=1.CC(C[AlH]CC(C)C)C. The catalyst is C1(C)C=CC=CC=1. The product is [CH3:1][C:2]1[CH:3]([OH:28])[O:4][CH:5]([CH2:7][O:8][C:9]([C:22]2[CH:27]=[CH:26][CH:25]=[CH:24][CH:23]=2)([C:10]2[CH:11]=[CH:12][CH:13]=[CH:14][CH:15]=2)[C:16]2[CH:21]=[CH:20][CH:19]=[CH:18][CH:17]=2)[CH:6]=1. The yield is 0.880. (2) The reactants are [CH3:1][O:2][C:3](=[O:13])[C:4]1[CH:9]=[C:8]([OH:10])[C:7]([OH:11])=[C:6]([OH:12])[CH:5]=1.[CH3:14]OS(OC)(=O)=O.[OH-].[Na+].OS(O)(=O)=O. The catalyst is O. The product is [OH:12][C:6]1[CH:5]=[C:4]([CH:9]=[C:8]([O:10][CH3:14])[C:7]=1[OH:11])[C:3]([O:2][CH3:1])=[O:13]. The yield is 0.470. (3) The reactants are [CH3:1][O:2][C:3]1[C:19]([O:20][CH3:21])=[CH:18][C:6]2[NH:7][C:8]([C:10]3[C:14]([N+:15]([O-])=O)=[CH:13][NH:12][N:11]=3)=[N:9][C:5]=2[CH:4]=1. The catalyst is [Pd].C(O)C.CN(C=O)C. The product is [CH3:21][O:20][C:19]1[C:3]([O:2][CH3:1])=[CH:4][C:5]2[NH:9][C:8]([C:10]3[C:14]([NH2:15])=[CH:13][NH:12][N:11]=3)=[N:7][C:6]=2[CH:18]=1. The yield is 0.530. (4) The reactants are [Cl:1][C:2]1[CH:3]=[C:4]2[C:8](=[CH:9][C:10]=1[Cl:11])[NH:7][C:6](/[CH:12]=[CH:13]/[C:14](OCC)=[O:15])=[CH:5]2.CC(C[AlH]CC(C)C)C. The catalyst is C1COCC1. The product is [Cl:1][C:2]1[CH:3]=[C:4]2[C:8](=[CH:9][C:10]=1[Cl:11])[NH:7][C:6](/[CH:12]=[CH:13]/[CH2:14][OH:15])=[CH:5]2. The yield is 1.00. (5) The reactants are [CH3:1][NH:2][C:3]([C:5]1[O:9][N:8]=[C:7]([C:10]2[CH:15]=[CH:14][CH:13]=[CH:12][C:11]=2[C:16]2[N:20]([C:21]([CH3:24])([CH3:23])[CH3:22])[C:19]3[CH:25]=[CH:26][C:27](Br)=[CH:28][C:18]=3[N:17]=2)[N:6]=1)=[O:4].CC1(C)C(C)(C)OB([C:38]2[CH:39]=[N:40][C:41]([NH2:44])=[N:42][CH:43]=2)O1.[C:46]([O-])([O-])=O.[Na+].[Na+]. The catalyst is CN(C=O)C.Cl[Pd](Cl)([P](C1C=CC=CC=1)(C1C=CC=CC=1)C1C=CC=CC=1)[P](C1C=CC=CC=1)(C1C=CC=CC=1)C1C=CC=CC=1. The product is [CH3:1][NH:2][C:3]([C:5]1[O:9][N:8]=[C:7]([C:10]2[CH:15]=[CH:14][C:13]([CH3:46])=[CH:12][C:11]=2[C:16]2[N:20]([C:21]([CH3:24])([CH3:23])[CH3:22])[C:19]3[CH:25]=[CH:26][C:27]([C:38]4[CH:39]=[N:40][C:41]([NH2:44])=[N:42][CH:43]=4)=[CH:28][C:18]=3[N:17]=2)[N:6]=1)=[O:4]. The yield is 0.120.